Dataset: Full USPTO retrosynthesis dataset with 1.9M reactions from patents (1976-2016). Task: Predict the reactants needed to synthesize the given product. (1) Given the product [CH:19]1([O:18][C:12]2[CH:11]=[C:10]([CH:15]=[CH:14][C:13]=2[O:16][CH3:17])[CH2:9][NH:8][C:4]2[CH:3]=[C:2]([C:33]3[CH:34]=[N:35][C:30]([N:27]4[CH2:26][CH2:25][O:24][CH2:29][CH2:28]4)=[CH:31][CH:32]=3)[CH:7]=[N:6][CH:5]=2)[CH2:23][CH2:22][CH2:21][CH2:20]1, predict the reactants needed to synthesize it. The reactants are: Br[C:2]1[CH:3]=[C:4]([NH:8][CH2:9][C:10]2[CH:15]=[CH:14][C:13]([O:16][CH3:17])=[C:12]([O:18][CH:19]3[CH2:23][CH2:22][CH2:21][CH2:20]3)[CH:11]=2)[CH:5]=[N:6][CH:7]=1.[O:24]1[CH2:29][CH2:28][N:27]([C:30]2[N:35]=[CH:34][C:33](B(O)O)=[CH:32][CH:31]=2)[CH2:26][CH2:25]1.C(#N)C.C(=O)([O-])[O-].[Na+].[Na+]. (2) The reactants are: [Cl:1][C:2]1[CH:7]=[CH:6][C:5]([NH:8][C:9]([NH:11][C:12]2[CH:17]=[CH:16][C:15]([O:18][CH2:19][CH2:20][N:21]3[CH2:25][CH2:24][CH2:23][CH2:22]3)=[C:14]([C:26]3[N:27]([CH3:31])[N:28]=[CH:29][CH:30]=3)[CH:13]=2)=[O:10])=[CH:4][CH:3]=1.[Cl:32]N1C(=O)CCC1=O. Given the product [Cl:32][C:30]1[CH:29]=[N:28][N:27]([CH3:31])[C:26]=1[C:14]1[CH:13]=[C:12]([NH:11][C:9]([NH:8][C:5]2[CH:6]=[CH:7][C:2]([Cl:1])=[CH:3][CH:4]=2)=[O:10])[CH:17]=[CH:16][C:15]=1[O:18][CH2:19][CH2:20][N:21]1[CH2:25][CH2:24][CH2:23][CH2:22]1, predict the reactants needed to synthesize it. (3) Given the product [P:47]([OH:46])([OH:55])([O:38][C:36]1[CH:35]=[CH:34][C:32]2[S:33][C:29]([C:27](=[O:28])[NH:26][C:4]3[CH:5]=[C:6]([C:8]([C:11]4[CH:16]=[C:15]([O:17][C:18]([F:20])([F:19])[F:21])[CH:14]=[C:13]([O:22][CH:23]([CH3:24])[CH3:25])[CH:12]=4)([CH3:10])[CH3:9])[CH:7]=[C:2]([Br:1])[CH:3]=3)=[CH:30][C:31]=2[CH:37]=1)=[O:51], predict the reactants needed to synthesize it. The reactants are: [Br:1][C:2]1[CH:3]=[C:4]([NH:26][C:27]([C:29]2[S:33][C:32]3[CH:34]=[CH:35][C:36]([OH:38])=[CH:37][C:31]=3[CH:30]=2)=[O:28])[CH:5]=[C:6]([C:8]([C:11]2[CH:16]=[C:15]([O:17][C:18]([F:21])([F:20])[F:19])[CH:14]=[C:13]([O:22][CH:23]([CH3:25])[CH3:24])[CH:12]=2)([CH3:10])[CH3:9])[CH:7]=1.CCN(CC)CC.[O:46]=[P:47](Cl)(Cl)Cl.[OH2:51].C1C[O:55]CC1. (4) Given the product [CH:1]1([N:4]2[C:8]3[CH:9]=[CH:10][C:11]4[C:12](=[O:27])[C@H:13]([OH:23])[C@@H:14]([C:17]5[CH:22]=[CH:21][CH:20]=[CH:19][CH:18]=5)[O:15][C:16]=4[C:7]=3[N:6]=[C:5]2[CH3:28])[CH2:3][CH2:2]1, predict the reactants needed to synthesize it. The reactants are: [CH:1]1([N:4]2[C:8]3[CH:9]=[CH:10][C:11]4[C:12](=[O:27])[C@H:13]([O:23]C(=O)C)[C@@H:14]([C:17]5[CH:22]=[CH:21][CH:20]=[CH:19][CH:18]=5)[O:15][C:16]=4[C:7]=3[N:6]=[C:5]2[CH3:28])[CH2:3][CH2:2]1.[OH-].[Na+]. (5) The reactants are: [F:1][C:2]1[CH:7]=[CH:6][C:5](B(O)O)=[CH:4][CH:3]=1.[F-].[Cs+].[CH:13]1([C:16]2[CH:17]=[C:18]([CH:21]=[C:22]([O:25][CH2:26][CH2:27][C:28]([F:31])([F:30])[F:29])[C:23]=2I)[CH:19]=[O:20])[CH2:15][CH2:14]1.O. Given the product [CH:13]1([C:16]2[CH:17]=[C:18]([CH:19]=[O:20])[CH:21]=[C:22]([O:25][CH2:26][CH2:27][C:28]([F:29])([F:30])[F:31])[C:23]=2[C:5]2[CH:6]=[CH:7][C:2]([F:1])=[CH:3][CH:4]=2)[CH2:15][CH2:14]1, predict the reactants needed to synthesize it. (6) Given the product [NH2:8][CH2:9][CH2:10][CH2:11][CH2:12][C:13]1[N:14]([CH2:35][CH2:36][O:37][C:38]2[CH:39]=[CH:40][CH:41]=[CH:42][CH:43]=2)[C:15]2[C:24]3[CH:23]=[CH:22][C:21]([O:25][CH2:26][C:27]4[CH:32]=[CH:31][CH:30]=[CH:29][CH:28]=4)=[CH:20][C:19]=3[N:18]=[C:17]([NH2:33])[C:16]=2[N:34]=1, predict the reactants needed to synthesize it. The reactants are: Cl.C(OC(=O)[NH:8][CH2:9][CH2:10][CH2:11][CH2:12][C:13]1[N:14]([CH2:35][CH2:36][O:37][C:38]2[CH:43]=[CH:42][CH:41]=[CH:40][CH:39]=2)[C:15]2[C:24]3[CH:23]=[CH:22][C:21]([O:25][CH2:26][C:27]4[CH:32]=[CH:31][CH:30]=[CH:29][CH:28]=4)=[CH:20][C:19]=3[N:18]=[C:17]([NH2:33])[C:16]=2[N:34]=1)(C)(C)C. (7) Given the product [C:8]([O:12][C:13](=[O:38])[NH:14][C@H:15]([C:19]([C:32]1[CH:37]=[CH:36][CH:35]=[CH:34][CH:33]=1)([C:26]1[CH:31]=[CH:30][CH:29]=[CH:28][CH:27]=1)[O:20][SiH2:21][C:22]([CH3:25])([CH3:24])[CH3:23])[CH2:16][CH2:17][I:1])([CH3:11])([CH3:10])[CH3:9], predict the reactants needed to synthesize it. The reactants are: [I:1]I.N1C=CN=C1.[C:8]([O:12][C:13](=[O:38])[NH:14][C@H:15]([C:19]([C:32]1[CH:37]=[CH:36][CH:35]=[CH:34][CH:33]=1)([C:26]1[CH:31]=[CH:30][CH:29]=[CH:28][CH:27]=1)[O:20][SiH2:21][C:22]([CH3:25])([CH3:24])[CH3:23])[CH2:16][CH2:17]O)([CH3:11])([CH3:10])[CH3:9].